Dataset: Orexin1 receptor HTS with 218,158 compounds and 233 confirmed actives. Task: Binary Classification. Given a drug SMILES string, predict its activity (active/inactive) in a high-throughput screening assay against a specified biological target. (1) The molecule is S=P(c1c(n(nc1C)c1ccccc1)C)(c1n(ccn1)C=C)c1n(ccn1)C=C. The result is 1 (active). (2) The compound is s1c(n2c(ccc2)/C=N/O)ncc1. The result is 0 (inactive). (3) The compound is o1c(c(c2c1cccc2)C)C(OC(C(=O)N(Cc1ccccc1)C)C)=O. The result is 1 (active). (4) The compound is O(c1ccc(cc1)C)C(=O)c1cccnc1. The result is 0 (inactive). (5) The result is 0 (inactive). The drug is S(=O)(=O)(c1cc(SCC(=O)NC2CC2)cc([N+]([O-])=O)c1)Cc1ccccc1. (6) The molecule is Clc1c(CSCC(=O)Nc2c(=O)[nH]c(=O)[nH]c2)ccc(Cl)c1. The result is 0 (inactive). (7) The compound is s1c(c2n(c(=O)c(c(O)c2)C)c2ccccc2)ccc1. The result is 0 (inactive). (8) The compound is Clc1cc(NC(OC(CNC(=O)COc2ccccc2)C)=O)ccc1Cl. The result is 0 (inactive).